This data is from Catalyst prediction with 721,799 reactions and 888 catalyst types from USPTO. The task is: Predict which catalyst facilitates the given reaction. (1) Reactant: [I:1]Cl.[CH:3](=[O:11])[C:4]1[C:5](=[CH:7][CH:8]=[CH:9][CH:10]=1)[OH:6].S([O-])([O-])=O.[Na+].[Na+]. Product: [OH:6][C:5]1[CH:7]=[CH:8][C:9]([I:1])=[CH:10][C:4]=1[CH:3]=[O:11]. The catalyst class is: 4. (2) The catalyst class is: 1. Reactant: [CH3:1][C:2]1[C:7]([CH3:8])=[C:6]([S:9]C#N)[CH:5]=[C:4]([CH3:12])[C:3]=1[OH:13].[H-].[H-].[H-].[H-].[Li+].[Al+3]. Product: [SH:9][C:6]1[CH:5]=[C:4]([CH3:12])[C:3]([OH:13])=[C:2]([CH3:1])[C:7]=1[CH3:8]. (3) Reactant: [CH3:1][O:2][C:3]1[C:8]([C:9]2[CH:14]=[CH:13][C:12]([O:15][C:16]3[CH:21]=[CH:20][N:19]=[C:18]([C:22]4[CH:23]=[N:24][N:25]([CH3:27])[CH:26]=4)[CH:17]=3)=[C:11]([CH3:28])[N:10]=2)=[CH:7][N:6]=[C:5](SC)[N:4]=1.C1C=C(Cl)C=C(C(OO)=O)C=1.Cl.[CH3:43][C:44]([CH3:48])([CH3:47])[CH2:45][NH2:46]. Product: [CH3:1][O:2][C:3]1[C:8]([C:9]2[CH:14]=[CH:13][C:12]([O:15][C:16]3[CH:21]=[CH:20][N:19]=[C:18]([C:22]4[CH:23]=[N:24][N:25]([CH3:27])[CH:26]=4)[CH:17]=3)=[C:11]([CH3:28])[N:10]=2)=[CH:7][N:6]=[C:5]([NH:46][CH2:45][C:44]([CH3:48])([CH3:47])[CH3:43])[N:4]=1. The catalyst class is: 2. (4) Reactant: C[N:2](C=O)C.[CH3:6][O:7][C:8]1[CH:13]=[CH:12][C:11]([C:14]2[C:23]([C:24]3[CH:29]=[CH:28][C:27]([O:30][CH3:31])=[CH:26][CH:25]=3)=[N:22][C:21]3[C:16](=[CH:17][CH:18]=[C:19]([S:32]([OH:35])(=O)=[O:33])[CH:20]=3)[N:15]=2)=[CH:10][CH:9]=1. Product: [CH3:6][O:7][C:8]1[CH:13]=[CH:12][C:11]([C:14]2[C:23]([C:24]3[CH:29]=[CH:28][C:27]([O:30][CH3:31])=[CH:26][CH:25]=3)=[N:22][C:21]3[C:16](=[CH:17][CH:18]=[C:19]([S:32]([NH2:2])(=[O:35])=[O:33])[CH:20]=3)[N:15]=2)=[CH:10][CH:9]=1. The catalyst class is: 309. (5) Reactant: [OH:1][C:2]1[CH:7]=[CH:6][C:5]([CH2:8][C:9]([N:11]([CH2:54][C:55]([NH:57][CH2:58][C:59](O)=[O:60])=[O:56])[CH2:12][CH2:13][NH:14][C:15](=[O:53])[CH2:16][N:17]2[CH2:28][CH2:27][N:26]([CH2:29][C:30](=[O:36])[O:31][C:32]([CH3:35])([CH3:34])[CH3:33])[CH2:25][CH2:24][N:23]([CH2:37][C:38](=[O:44])[O:39][C:40]([CH3:43])([CH3:42])[CH3:41])[CH2:22][CH2:21][N:20]([CH2:45][C:46]([O:48][C:49]([CH3:52])([CH3:51])[CH3:50])=[O:47])[CH2:19][CH2:18]2)=[O:10])=[CH:4][CH:3]=1.C(N=C=NCCCN(C)C)C.[C:73]1(=[O:82])[N:77]([CH2:78][CH2:79][NH2:80])[C:76](=[O:81])[CH:75]=[CH:74]1.Cl. Product: [O:82]=[C:73]1[CH:74]=[CH:75][C:76](=[O:81])[N:77]1[CH2:78][CH2:79][NH:80][C:59](=[O:60])[CH2:58][NH:57][C:55](=[O:56])[CH2:54][N:11]([C:9](=[O:10])[CH2:8][C:5]1[CH:4]=[CH:3][C:2]([OH:1])=[CH:7][CH:6]=1)[CH2:12][CH2:13][NH:14][C:15](=[O:53])[CH2:16][N:17]1[CH2:28][CH2:27][N:26]([CH2:29][C:30]([O:31][C:32]([CH3:33])([CH3:34])[CH3:35])=[O:36])[CH2:25][CH2:24][N:23]([CH2:37][C:38]([O:39][C:40]([CH3:43])([CH3:41])[CH3:42])=[O:44])[CH2:22][CH2:21][N:20]([CH2:45][C:46]([O:48][C:49]([CH3:52])([CH3:51])[CH3:50])=[O:47])[CH2:19][CH2:18]1. The catalyst class is: 23.